Dataset: Aqueous solubility values for 9,982 compounds from the AqSolDB database. Task: Regression/Classification. Given a drug SMILES string, predict its absorption, distribution, metabolism, or excretion properties. Task type varies by dataset: regression for continuous measurements (e.g., permeability, clearance, half-life) or binary classification for categorical outcomes (e.g., BBB penetration, CYP inhibition). For this dataset (solubility_aqsoldb), we predict Y. The molecule is O=C(O)CNC(=O)c1ccco1. The Y is -0.727 log mol/L.